Dataset: Reaction yield outcomes from USPTO patents with 853,638 reactions. Task: Predict the reaction yield, written as a fraction of the theoretical maximum amount of product (1.0 means a 100% yield; for example, 0.34 means a 34% yield). (1) The product is [S:1]1[CH:5]=[CH:4][CH:3]=[C:2]1[C:6]1[O:17][C:15](=[O:16])[C:10]2[CH2:11][CH2:12][CH2:13][CH2:14][C:9]=2[N:8]=1. The yield is 0.590. The catalyst is C1COCC1.ClCCl.O. The reactants are [S:1]1[CH:5]=[CH:4][CH:3]=[C:2]1[C:6]([NH:8][C:9]1[CH2:14][CH2:13][CH2:12][CH2:11][C:10]=1[C:15]([O:17]CC)=[O:16])=O.O[Li].O.S1C=CC=C1C(NC1CCCCC=1C(O)=O)=O.CCN=C=NCCCN(C)C.Cl.C1C=CC2N(O)N=NC=2C=1. (2) The reactants are C1(C)C=CC=CC=1.N1CCCCC1.[C:14]12([C:24]3[CH:25]=[C:26]([C:33]4[CH:40]=[CH:39][C:36]([CH:37]=O)=[CH:35][CH:34]=4)[CH:27]=[C:28]4[O:32][CH2:31][O:30][C:29]=34)[CH2:23][CH:18]3[CH2:19][CH:20]([CH2:22][CH:16]([CH2:17]3)[CH2:15]1)[CH2:21]2.[S:41]1[CH2:45][C:44](=[O:46])[NH:43][C:42]1=[O:47]. The catalyst is C(O)(=O)C. The product is [C:14]12([C:24]3[CH:25]=[C:26]([C:33]4[CH:40]=[CH:39][C:36]([CH:37]=[C:45]5[S:41][C:42](=[O:47])[NH:43][C:44]5=[O:46])=[CH:35][CH:34]=4)[CH:27]=[C:28]4[O:32][CH2:31][O:30][C:29]=34)[CH2:23][CH:18]3[CH2:17][CH:16]([CH2:22][CH:20]([CH2:19]3)[CH2:21]1)[CH2:15]2. The yield is 0.760.